Task: Predict the reactants needed to synthesize the given product.. Dataset: Full USPTO retrosynthesis dataset with 1.9M reactions from patents (1976-2016) (1) The reactants are: C[O:2][C:3](=[O:26])/[CH:4]=[CH:5]/[C:6]1[CH:7]=[C:8]2[C:22](=[CH:23][CH:24]=1)[O:21][C:11]1([CH2:17][CH2:16][CH2:15][N:14]([C:18](=[O:20])[CH3:19])[CH2:13][CH2:12]1)[CH2:10][C:9]2=[O:25].Cl. Given the product [C:18]([N:14]1[CH2:15][CH2:16][CH2:17][C:11]2([CH2:10][C:9](=[O:25])[C:8]3[C:22](=[CH:23][CH:24]=[C:6](/[CH:5]=[CH:4]/[C:3]([OH:26])=[O:2])[CH:7]=3)[O:21]2)[CH2:12][CH2:13]1)(=[O:20])[CH3:19], predict the reactants needed to synthesize it. (2) Given the product [CH:18]1([CH2:21][O:22][CH:23]2[CH2:28][CH2:27][N:26]([CH2:2][CH2:3][CH2:4][N:5]3[C:14]4[C:9](=[CH:10][C:11]([F:16])=[C:12]([F:15])[CH:13]=4)[CH2:8][CH2:7][C:6]3=[O:17])[CH2:25][CH2:24]2)[CH2:19][CH2:20]1, predict the reactants needed to synthesize it. The reactants are: Cl[CH2:2][CH2:3][CH2:4][N:5]1[C:14]2[C:9](=[CH:10][C:11]([F:16])=[C:12]([F:15])[CH:13]=2)[CH2:8][CH2:7][C:6]1=[O:17].[CH:18]1([CH2:21][O:22][CH:23]2[CH2:28][CH2:27][NH:26][CH2:25][CH2:24]2)[CH2:20][CH2:19]1.[Na+].[I-].C([O-])([O-])=O.[K+].[K+]. (3) Given the product [NH2:10][C:8](=[O:9])[C@@H:7]([NH:11][CH2:13][CH2:12][CH2:18][S:15]([OH:17])(=[O:16])=[O:14])[C:4]1[CH:3]=[CH:2][CH:1]=[CH:6][CH:5]=1, predict the reactants needed to synthesize it. The reactants are: [CH:1]1[CH:6]=[CH:5][C:4]([CH:7]([NH2:11])[C:8]([NH2:10])=[O:9])=[CH:3][CH:2]=1.[CH2:12]1[CH2:18][S:15](=[O:17])(=[O:16])[O:14][CH2:13]1. (4) Given the product [NH2:1][C:4]1[CH:5]=[CH:6][C:7]([N:10]2[CH:14]=[C:13]([C:15]([O:17][CH2:18][CH3:19])=[O:16])[N:12]=[CH:11]2)=[CH:8][CH:9]=1, predict the reactants needed to synthesize it. The reactants are: [N+:1]([C:4]1[CH:9]=[CH:8][C:7]([N:10]2[CH:14]=[C:13]([C:15]([O:17][CH2:18][CH3:19])=[O:16])[N:12]=[CH:11]2)=[CH:6][CH:5]=1)([O-])=O.C([O-])=O.[NH4+]. (5) The reactants are: F[C:2]1[CH:9]=[CH:8][C:7]([CH:10]=[O:11])=[CH:6][C:3]=1[C:4]#[N:5].[Cl:12][C:13]1[CH:18]=[C:17]([OH:19])[CH:16]=[CH:15][N:14]=1. Given the product [Cl:12][C:13]1[CH:18]=[C:17]([O:19][C:2]2[CH:9]=[CH:8][C:7]([CH:10]=[O:11])=[CH:6][C:3]=2[C:4]#[N:5])[CH:16]=[CH:15][N:14]=1, predict the reactants needed to synthesize it. (6) Given the product [Br:12][C:9]1[CH:10]=[C:11]2[C:6](=[CH:7][CH:8]=1)[N:5]=[CH:4][CH:3]=[C:2]2[N:13]1[CH2:18][CH2:17][CH2:16][CH2:15][CH2:14]1, predict the reactants needed to synthesize it. The reactants are: Cl[C:2]1[C:11]2[C:6](=[CH:7][CH:8]=[C:9]([Br:12])[CH:10]=2)[N:5]=[CH:4][CH:3]=1.[NH:13]1[CH2:18][CH2:17][CH2:16][CH2:15][CH2:14]1. (7) Given the product [O:24]=[S:16]1(=[O:25])[C:17]2[CH:23]=[CH:22][CH:21]=[CH:20][C:18]=2[CH2:19][N:13]([C:4]2[CH:3]=[C:2]([NH:34][C:32]([C:28]3[N:27]=[N:26][CH:31]=[CH:30][CH:29]=3)=[O:33])[C:11]3[C:6](=[CH:7][CH:8]=[C:9]([CH3:12])[CH:10]=3)[N:5]=2)[CH2:14][CH2:15]1, predict the reactants needed to synthesize it. The reactants are: Cl[C:2]1[C:11]2[C:6](=[CH:7][CH:8]=[C:9]([CH3:12])[CH:10]=2)[N:5]=[C:4]([N:13]2[CH2:19][C:18]3[CH:20]=[CH:21][CH:22]=[CH:23][C:17]=3[S:16](=[O:25])(=[O:24])[CH2:15][CH2:14]2)[CH:3]=1.[N:26]1[CH:31]=[CH:30][CH:29]=[C:28]([C:32]([NH2:34])=[O:33])[N:27]=1. (8) The reactants are: [C:1]([C:3]1[CH:8]=[CH:7][C:6]([CH:9]2[CH2:14][CH2:13][N:12]([C:15]([C:17]3[CH:18]=[CH:19][C:20]([CH3:28])=[C:21]([NH:23][S:24]([CH3:27])(=[O:26])=[O:25])[CH:22]=3)=[O:16])[CH2:11][CH2:10]2)=[CH:5][CH:4]=1)#[N:2].[BH4-].[Na+].C(=O)([O-])O.[Na+]. Given the product [NH2:2][CH2:1][C:3]1[CH:8]=[CH:7][C:6]([CH:9]2[CH2:10][CH2:11][N:12]([C:15]([C:17]3[CH:18]=[CH:19][C:20]([CH3:28])=[C:21]([NH:23][S:24]([CH3:27])(=[O:26])=[O:25])[CH:22]=3)=[O:16])[CH2:13][CH2:14]2)=[CH:5][CH:4]=1, predict the reactants needed to synthesize it. (9) Given the product [CH:13]1([S:16]([NH:10][CH2:9][C:8]2[CH:7]=[CH:6][C:5]([N+:2]([O-:4])=[O:3])=[CH:12][CH:11]=2)(=[O:18])=[O:17])[CH2:15][CH2:14]1, predict the reactants needed to synthesize it. The reactants are: Cl.[N+:2]([C:5]1[CH:12]=[CH:11][C:8]([CH2:9][NH2:10])=[CH:7][CH:6]=1)([O-:4])=[O:3].[CH:13]1([S:16](Cl)(=[O:18])=[O:17])[CH2:15][CH2:14]1.C(N(CC)CC)C.